This data is from Catalyst prediction with 721,799 reactions and 888 catalyst types from USPTO. The task is: Predict which catalyst facilitates the given reaction. (1) Reactant: [CH2:1]([C:3]1[N:8]=[C:7]([NH:9][C:10]2[CH:11]=[N:12][CH:13]=[CH:14][CH:15]=2)[CH:6]=[C:5]([C:16]2[CH:21]=[CH:20][CH:19]=[C:18]([O:22][CH3:23])[CH:17]=2)[N:4]=1)[CH3:2].C([O-])(=O)C.[Na+].[Br:29]Br. Product: [Br:29][CH2:2][CH2:1][C:3]1[N:8]=[C:7]([NH:9][C:10]2[CH:11]=[N:12][CH:13]=[CH:14][CH:15]=2)[CH:6]=[C:5]([C:16]2[CH:21]=[CH:20][CH:19]=[C:18]([O:22][CH3:23])[CH:17]=2)[N:4]=1. The catalyst class is: 15. (2) Reactant: C[S:2]([C:5]1[CH2:9][C:8]([CH3:11])([CH3:10])[O:7][N:6]=1)(=O)=O.O.[SH-].[Na+].O.O.CS(OO)(=O)=O.[Na].C(=O)([O-])[O-].[K+].[K+].Br[CH:31]([C:36]1[C:41]([F:42])=[CH:40][CH:39]=[CH:38][C:37]=1[F:43])[C:32]([F:35])([F:34])[F:33]. The catalyst class is: 3. Product: [F:43][C:37]1[CH:38]=[CH:39][CH:40]=[C:41]([F:42])[C:36]=1[CH:31]([S:2][C:5]1[CH2:9][C:8]([CH3:11])([CH3:10])[O:7][N:6]=1)[C:32]([F:35])([F:34])[F:33]. (3) Reactant: [C:1]1([CH3:11])[CH:6]=[CH:5][C:4]([S:7](Cl)(=[O:9])=[O:8])=[CH:3][CH:2]=1.N1C=CC=CC=1.[CH2:18]([NH2:25])[C:19]1[CH:24]=[CH:23][CH:22]=[CH:21][CH:20]=1. Product: [CH2:18]([NH:25][S:7]([C:4]1[CH:5]=[CH:6][C:1]([CH3:11])=[CH:2][CH:3]=1)(=[O:9])=[O:8])[C:19]1[CH:24]=[CH:23][CH:22]=[CH:21][CH:20]=1. The catalyst class is: 2. (4) Reactant: [Cl:1][C:2]1[C:3]([N:11]2[CH2:15][CH2:14][CH2:13][CH2:12]2)=[CH:4][C:5]2[N:9]=[CH:8][NH:7][C:6]=2[CH:10]=1.[H-].[Na+].Cl[CH2:19][O:20][CH2:21][CH2:22][O:23][CH3:24]. Product: [Cl:1][C:2]1[C:3]([N:11]2[CH2:15][CH2:14][CH2:13][CH2:12]2)=[CH:4][C:5]2[N:9]([CH2:19][O:20][CH2:21][CH2:22][O:23][CH3:24])[CH:8]=[N:7][C:6]=2[CH:10]=1. The catalyst class is: 1. (5) Reactant: [F:1][C:2]1[CH:8]=[C:7]([I:9])[CH:6]=[CH:5][C:3]=1[NH2:4].F[C:11]1[C:12]([C:18]#[N:19])=[N:13][CH:14]=[C:15]([F:17])[CH:16]=1.[Li+].C[Si]([N-][Si](C)(C)C)(C)C. Product: [F:17][C:15]1[CH:16]=[C:11]([NH:4][C:3]2[CH:5]=[CH:6][C:7]([I:9])=[CH:8][C:2]=2[F:1])[C:12]([C:18]#[N:19])=[N:13][CH:14]=1. The catalyst class is: 56. (6) Reactant: [CH:1](=O)[C:2]1[CH:7]=[CH:6][CH:5]=[CH:4][CH:3]=1.[NH2:9][C:10]1[CH:17]=[CH:16][CH:15]=[CH:14][C:11]=1[C:12]#[N:13].[BH4-].[Na+]. Product: [CH2:1]([NH:9][C:10]1[CH:17]=[CH:16][CH:15]=[CH:14][C:11]=1[C:12]#[N:13])[C:2]1[CH:7]=[CH:6][CH:5]=[CH:4][CH:3]=1. The catalyst class is: 8.